Dataset: Full USPTO retrosynthesis dataset with 1.9M reactions from patents (1976-2016). Task: Predict the reactants needed to synthesize the given product. (1) Given the product [Br:1][C:2]1[CH:7]=[CH:6][C:5]([N+:8]([O-:10])=[O:9])=[C:4]([NH:12][C@@H:13]([C:15]([OH:17])=[O:16])[CH3:14])[CH:3]=1, predict the reactants needed to synthesize it. The reactants are: [Br:1][C:2]1[CH:7]=[CH:6][C:5]([N+:8]([O-:10])=[O:9])=[C:4](F)[CH:3]=1.[NH2:12][C@@H:13]([C:15]([OH:17])=[O:16])[CH3:14].C(=O)([O-])[O-].[K+].[K+].Cl. (2) The reactants are: [F:1][C:2]1[CH:9]=[CH:8][C:5]([CH:6]=O)=[CH:4][C:3]=1[CH3:10].Cl.[O:12]([NH2:14])[CH3:13]. Given the product [CH3:13][O:12][N:14]=[CH:6][C:5]1[CH:8]=[CH:9][C:2]([F:1])=[C:3]([CH3:10])[CH:4]=1, predict the reactants needed to synthesize it. (3) The reactants are: [CH2:1]([O:3][C:4](=[O:10])[C:5]([C:8]#[N:9])=[N:6]O)[CH3:2].C(=O)(O)[O-].[Na+].S(S([O-])=O)([O-])=O.[Na+].[Na+]. Given the product [CH2:1]([O:3][C:4](=[O:10])[CH:5]([NH2:6])[C:8]#[N:9])[CH3:2], predict the reactants needed to synthesize it. (4) Given the product [CH2:3]([O:7][C:9]1[N:10]=[CH:11][N:12]=[C:13]([N:15]([CH2:23][CH3:24])[C:16]2[CH:21]=[CH:20][CH:19]=[C:18]([F:22])[CH:17]=2)[CH:14]=1)[C:4]#[C:5][CH3:6], predict the reactants needed to synthesize it. The reactants are: [H-].[Na+].[CH2:3]([OH:7])[C:4]#[C:5][CH3:6].Cl[C:9]1[CH:14]=[C:13]([N:15]([CH2:23][CH3:24])[C:16]2[CH:21]=[CH:20][CH:19]=[C:18]([F:22])[CH:17]=2)[N:12]=[CH:11][N:10]=1.[Cl-].[NH4+].